Dataset: Full USPTO retrosynthesis dataset with 1.9M reactions from patents (1976-2016). Task: Predict the reactants needed to synthesize the given product. (1) Given the product [OH:27][C@@:20]1([CH2:19][NH:18][C:15]([C:4]2[C:3]3[C:7](=[CH:8][CH:9]=[CH:10][C:2]=3[Cl:1])[N:6]([CH2:11][CH2:12][O:13][CH3:14])[CH:5]=2)=[O:17])[CH2:25][CH2:24][CH2:23][C@H:22]([CH3:26])[CH2:21]1, predict the reactants needed to synthesize it. The reactants are: [Cl:1][C:2]1[CH:10]=[CH:9][CH:8]=[C:7]2[C:3]=1[C:4]([C:15]([OH:17])=O)=[CH:5][N:6]2[CH2:11][CH2:12][O:13][CH3:14].[NH2:18][CH2:19][C@:20]1([OH:27])[CH2:25][CH2:24][CH2:23][C@H:22]([CH3:26])[CH2:21]1.C(Cl)CCl.N1(O)C2C=CC=CC=2N=N1.CCN(C(C)C)C(C)C. (2) Given the product [Br:1][C:2]1[CH:3]=[CH:4][C:5]2[O:11][CH2:10][CH2:9][N:8]([C:12]([N:27]3[CH2:26][CH2:25][C:24]([C:20]4[CH:21]=[CH:22][CH:23]=[C:18]([C:17]([F:16])([F:31])[F:32])[CH:19]=4)([OH:30])[CH2:29][CH2:28]3)=[O:13])[CH2:7][C:6]=2[CH:15]=1, predict the reactants needed to synthesize it. The reactants are: [Br:1][C:2]1[CH:3]=[CH:4][C:5]2[O:11][CH2:10][CH2:9][N:8]([C:12](Cl)=[O:13])[CH2:7][C:6]=2[CH:15]=1.[F:16][C:17]([F:32])([F:31])[C:18]1[CH:19]=[C:20]([C:24]2([OH:30])[CH2:29][CH2:28][NH:27][CH2:26][CH2:25]2)[CH:21]=[CH:22][CH:23]=1.C(N(C(C)C)CC)(C)C. (3) Given the product [CH:14]([N:5]([C:6]1[CH:11]=[CH:10][C:9]([O:12][CH3:13])=[CH:8][CH:7]=1)[C:3](=[O:4])[CH2:2][NH2:17])([CH3:16])[CH3:15], predict the reactants needed to synthesize it. The reactants are: Br[CH2:2][C:3]([N:5]([CH:14]([CH3:16])[CH3:15])[C:6]1[CH:11]=[CH:10][C:9]([O:12][CH3:13])=[CH:8][CH:7]=1)=[O:4].[NH3:17]. (4) Given the product [CH2:14]([O:16][C:17]1[CH:27]=[CH:26][C:20]([O:21][CH:22]2[CH2:25][N:24]([C:2]3[N:7]=[CH:6][C:5]([CH:8]([NH:10][C:11](=[O:13])[CH3:12])[CH3:9])=[CH:4][CH:3]=3)[CH2:23]2)=[CH:19][CH:18]=1)[CH3:15], predict the reactants needed to synthesize it. The reactants are: Br[C:2]1[N:7]=[CH:6][C:5]([CH:8]([NH:10][C:11](=[O:13])[CH3:12])[CH3:9])=[CH:4][CH:3]=1.[CH2:14]([O:16][C:17]1[CH:27]=[CH:26][C:20]([O:21][CH:22]2[CH2:25][NH:24][CH2:23]2)=[CH:19][CH:18]=1)[CH3:15]. (5) Given the product [CH2:50]([C:47]1[CH:48]=[CH:49][C:44]([C:23]2[C:22](=[O:62])[C:21]([C:18]3[CH:17]=[CH:16][C:15]([CH2:3][CH2:4][CH2:5][CH2:6][CH2:7][CH2:8][CH2:9][CH2:10][CH2:11][CH2:12][CH2:13][CH3:14])=[CH:20][CH:19]=3)=[C:25]([C:26]3[CH:31]=[CH:30][CH:29]=[CH:28][CH:27]=3)[C:24]=2[C:32]2[CH:37]=[CH:36][CH:35]=[C:34]([C:38]#[CH:39])[CH:33]=2)=[CH:45][CH:46]=1)[CH2:51][CH2:52][CH2:53][CH2:54][CH2:55][CH2:56][CH2:57][CH2:58][CH2:59][CH2:60][CH3:61], predict the reactants needed to synthesize it. The reactants are: CO.[CH2:3]([C:15]1[CH:20]=[CH:19][C:18]([C:21]2[C:22](=[O:62])[C:23]([C:44]3[CH:49]=[CH:48][C:47]([CH2:50][CH2:51][CH2:52][CH2:53][CH2:54][CH2:55][CH2:56][CH2:57][CH2:58][CH2:59][CH2:60][CH3:61])=[CH:46][CH:45]=3)=[C:24]([C:32]3[CH:37]=[CH:36][CH:35]=[C:34]([C:38]#[C:39][Si](C)(C)C)[CH:33]=3)[C:25]=2[C:26]2[CH:31]=[CH:30][CH:29]=[CH:28][CH:27]=2)=[CH:17][CH:16]=1)[CH2:4][CH2:5][CH2:6][CH2:7][CH2:8][CH2:9][CH2:10][CH2:11][CH2:12][CH2:13][CH3:14].[F-].[K+]. (6) Given the product [Si:29]([O:14][CH2:13][C:11]1[CH:12]=[C:7]([N:4]2[CH2:5][CH2:6][O:1][CH2:2][CH2:3]2)[CH:8]=[CH:9][C:10]=1[N+:15]([O-:17])=[O:16])([C:25]([CH3:28])([CH3:27])[CH3:26])([CH3:31])[CH3:30], predict the reactants needed to synthesize it. The reactants are: [O:1]1[CH2:6][CH2:5][N:4]([C:7]2[CH:8]=[CH:9][C:10]([N+:15]([O-:17])=[O:16])=[C:11]([CH2:13][OH:14])[CH:12]=2)[CH2:3][CH2:2]1.C(N(CC)CC)C.[C:25]([Si:29](Cl)([CH3:31])[CH3:30])([CH3:28])([CH3:27])[CH3:26].